Dataset: Peptide-MHC class I binding affinity with 185,985 pairs from IEDB/IMGT. Task: Regression. Given a peptide amino acid sequence and an MHC pseudo amino acid sequence, predict their binding affinity value. This is MHC class I binding data. The peptide sequence is ITDNGPMPY. The MHC is HLA-A03:01 with pseudo-sequence HLA-A03:01. The binding affinity (normalized) is 0.212.